From a dataset of Catalyst prediction with 721,799 reactions and 888 catalyst types from USPTO. Predict which catalyst facilitates the given reaction. (1) The catalyst class is: 19. Product: [CH3:1][C:2]1[CH:3]=[C:4]([NH2:11])[CH:5]=[C:6]2[C:10]=1[NH:9][CH:8]=[CH:7]2. Reactant: [CH3:1][C:2]1[CH:3]=[C:4]([N+:11]([O-])=O)[CH:5]=[C:6]2[C:10]=1[NH:9][CH:8]=[CH:7]2. (2) Reactant: [Br:1][C:2]1[CH:10]=[CH:9][CH:8]=[C:7]2[C:3]=1[CH:4]=[N:5][NH:6]2.[O:11]1[CH:16]=[CH:15][CH2:14][CH2:13][CH2:12]1.C1(C)C=CC(S(O)(=O)=O)=CC=1. Product: [Br:1][C:2]1[CH:10]=[CH:9][CH:8]=[C:7]2[C:3]=1[CH:4]=[N:5][N:6]2[CH:12]1[CH2:13][CH2:14][CH2:15][CH2:16][O:11]1. The catalyst class is: 7. (3) Reactant: O=[C:2]1[CH2:7][O:6][CH2:5][C:4]([O-:8])=[CH:3]1.[Na+].[CH2:10]([NH:14][C:15]([NH2:17])=[S:16])[CH2:11][CH2:12][CH3:13].CS(C)=O.[Cl:22][C:23]1[CH:24]=[CH:25][C:26]([O:32][CH3:33])=[C:27]([CH:31]=1)[C:28](O)=[O:29].CCN=C=NCCCN(C)C.Cl.ON1C2C=CC=CC=2N=N1.C(N(CC)CC)C. Product: [CH2:10]([N:14]1[C:2]2[CH2:7][O:6][CH2:5][C:4](=[O:8])[C:3]=2[S:16]/[C:15]/1=[N:17]\[C:28](=[O:29])[C:27]1[CH:31]=[C:23]([Cl:22])[CH:24]=[CH:25][C:26]=1[O:32][CH3:33])[CH2:11][CH2:12][CH3:13]. The catalyst class is: 54. (4) Reactant: [CH3:1][O:2][C:3]1[CH:8]=[CH:7][C:6]([N+:9]([O-])=O)=[C:5]([CH2:12][S:13]([C:16]2[CH:21]=[CH:20][CH:19]=[CH:18][CH:17]=2)(=[O:15])=[O:14])[CH:4]=1.[Sn].O. Product: [CH3:1][O:2][C:3]1[CH:8]=[CH:7][C:6]([NH2:9])=[C:5]([CH2:12][S:13]([C:16]2[CH:21]=[CH:20][CH:19]=[CH:18][CH:17]=2)(=[O:14])=[O:15])[CH:4]=1. The catalyst class is: 240. (5) The catalyst class is: 6. Product: [CH3:1][C:17]1[CH:16]=[CH:15][CH:14]=[C:10]2[C:9]=1[NH:22][C:20](=[O:21])[NH:19][C:11]2=[O:13]. Reactant: [CH3:1]N1C(=O)CCC1.C[C:9]1[C:17](N)=[CH:16][CH:15]=[CH:14][C:10]=1[C:11]([OH:13])=O.[NH2:19][C:20]([NH2:22])=[O:21]. (6) Product: [F:1][C:2]1[CH:20]=[CH:19][C:5]2[N:6]([CH2:29][C:30]([O:32][CH2:33][CH3:34])=[O:31])[C:7](=[N:9][C:10](=[O:18])[C:11]3[CH:12]=[CH:13][C:14]([CH3:17])=[CH:15][CH:16]=3)[S:8][C:4]=2[C:3]=1[F:21]. Reactant: [F:1][C:2]1[CH:20]=[CH:19][C:5]2[NH:6][C:7](=[N:9][C:10](=[O:18])[C:11]3[CH:16]=[CH:15][C:14]([CH3:17])=[CH:13][CH:12]=3)[S:8][C:4]=2[C:3]=1[F:21].C(=O)([O-])[O-].[K+].[K+].Br[CH2:29][C:30]([O:32][CH2:33][CH3:34])=[O:31]. The catalyst class is: 9. (7) Reactant: [C:1]([N:5]=[C:6]=[S:7])([CH3:4])([CH3:3])[CH3:2].Cl.[NH2:9][C@H:10]([CH2:16][CH2:17][CH2:18][NH:19][C:20]([O:22][CH2:23][C:24]1[CH:29]=[CH:28][CH:27]=[CH:26][CH:25]=1)=[O:21])[C:11]([O:13][CH2:14][CH3:15])=[O:12]. Product: [CH2:23]([O:22][C:20]([NH:19][CH2:18][CH2:17][CH2:16][C@@H:10]([NH:9][C:6]([NH:5][C:1]([CH3:4])([CH3:3])[CH3:2])=[S:7])[C:11]([O:13][CH2:14][CH3:15])=[O:12])=[O:21])[C:24]1[CH:25]=[CH:26][CH:27]=[CH:28][CH:29]=1. The catalyst class is: 8.